Dataset: Forward reaction prediction with 1.9M reactions from USPTO patents (1976-2016). Task: Predict the product of the given reaction. Given the reactants Br[C:2]1[CH:7]=[CH:6][N:5]=[C:4]2[NH:8][C:9]([CH2:11][C:12]([NH:14][C:15]3[CH:20]=[CH:19][CH:18]=[C:17]([O:21][CH3:22])[CH:16]=3)=[O:13])=[CH:10][C:3]=12.[O:23]=[S:24]1(=[O:49])[CH2:29][CH2:28][CH:27]([NH:30][S:31]([C:34]2[CH:39]=[CH:38][C:37](B3OC(C)(C)C(C)(C)O3)=[CH:36][CH:35]=2)(=[O:33])=[O:32])[CH2:26][CH2:25]1.C(=O)([O-])[O-].[Na+].[Na+].O1CCOCC1, predict the reaction product. The product is: [O:49]=[S:24]1(=[O:23])[CH2:25][CH2:26][CH:27]([NH:30][S:31]([C:34]2[CH:35]=[CH:36][C:37]([C:2]3[CH:7]=[CH:6][N:5]=[C:4]4[NH:8][C:9]([CH2:11][C:12]([NH:14][C:15]5[CH:20]=[CH:19][CH:18]=[C:17]([O:21][CH3:22])[CH:16]=5)=[O:13])=[CH:10][C:3]=34)=[CH:38][CH:39]=2)(=[O:33])=[O:32])[CH2:28][CH2:29]1.